This data is from Full USPTO retrosynthesis dataset with 1.9M reactions from patents (1976-2016). The task is: Predict the reactants needed to synthesize the given product. (1) Given the product [Br:15][C:12]1[CH:13]=[CH:14][C:9]([NH:8][C:5]2[CH:6]=[CH:7][C:2]([C:16]3[CH:21]=[CH:20][CH:19]=[CH:18][CH:17]=3)=[CH:3][CH:4]=2)=[CH:10][CH:11]=1, predict the reactants needed to synthesize it. The reactants are: Br[C:2]1[CH:7]=[CH:6][C:5]([NH:8][C:9]2[CH:14]=[CH:13][C:12]([Br:15])=[CH:11][CH:10]=2)=[CH:4][CH:3]=1.[C:16]1(B(O)O)[CH:21]=[CH:20][CH:19]=[CH:18][CH:17]=1.C([O-])([O-])=O.[Na+].[Na+].CCO. (2) Given the product [ClH:32].[CH:20]1([NH:19][C:18]([CH:15]2[N:12]3[C:13](=[O:14])[CH:8]([NH2:7])[CH2:9][CH2:10][CH:11]3[S:17][CH2:16]2)=[O:30])[C:29]2[C:24](=[CH:25][CH:26]=[CH:27][CH:28]=2)[CH2:23][CH2:22][CH2:21]1, predict the reactants needed to synthesize it. The reactants are: C(OC(=O)[NH:7][CH:8]1[C:13](=[O:14])[N:12]2[CH:15]([C:18](=[O:30])[NH:19][CH:20]3[C:29]4[C:24](=[CH:25][CH:26]=[CH:27][CH:28]=4)[CH2:23][CH2:22][CH2:21]3)[CH2:16][S:17][CH:11]2[CH2:10][CH2:9]1)(C)(C)C.[ClH:32].O1CCOCC1.C1(C)C=CC=CC=1. (3) Given the product [F:46][C:40]1[CH:41]=[CH:42][C:43]([CH3:45])=[CH:44][C:39]=1[NH:38][C:36]([NH:35][C:34]1[CH:33]=[CH:32][C:4]([O:5][C:6]2[CH:11]=[CH:10][N:9]=[C:8]([C:12]3[NH:16][CH:15]=[C:14]([C:17]([N:19]4[CH2:20][CH2:21][NH:22][CH2:23][CH2:24]4)=[O:18])[CH:13]=3)[CH:7]=2)=[CH:3][C:2]=1[F:1])=[O:37], predict the reactants needed to synthesize it. The reactants are: [F:1][C:2]1[CH:3]=[C:4]([CH:32]=[CH:33][C:34]=1[NH:35][C:36]([NH:38][C:39]1[CH:44]=[C:43]([CH3:45])[CH:42]=[CH:41][C:40]=1[F:46])=[O:37])[O:5][C:6]1[CH:11]=[CH:10][N:9]=[C:8]([C:12]2[NH:16][CH:15]=[C:14]([C:17]([N:19]3[CH2:24][CH2:23][N:22](C(OC(C)(C)C)=O)[CH2:21][CH2:20]3)=[O:18])[CH:13]=2)[CH:7]=1.C(O)(C(F)(F)F)=O. (4) Given the product [NH2:15][C:9]1[C:10]([O:12][CH2:13][CH3:14])=[CH:11][C:2]([Cl:1])=[C:3]([CH:8]=1)[C:4]([O:6][CH3:7])=[O:5], predict the reactants needed to synthesize it. The reactants are: [Cl:1][C:2]1[CH:11]=[C:10]([O:12][CH2:13][CH3:14])[C:9]([N+:15]([O-])=O)=[CH:8][C:3]=1[C:4]([O:6][CH3:7])=[O:5]. (5) Given the product [F:28][C:25]1[CH:26]=[CH:27][C:22]([C:20]2[N:31]=[N:32][C:3]3[C@:2]4([CH3:1])[C:8]([CH3:10])([CH3:9])[C@H:5]([C:4]=3[CH:19]=2)[CH2:6][CH2:7]4)=[C:23]([CH3:29])[CH:24]=1, predict the reactants needed to synthesize it. The reactants are: [CH3:1][C@@:2]12[C:8]([CH3:10])([CH3:9])[C@@H:5]([CH2:6][CH2:7]1)[C:4](=O)[C:3]2=O.COP([CH2:19][C:20]([C:22]1[CH:27]=[CH:26][C:25]([F:28])=[CH:24][C:23]=1[CH3:29])=O)(=O)OC.O.[NH2:31][NH2:32]. (6) Given the product [C:1]([O:9][C:10]1[C:15](=[O:16])[N:14]=[C:13]2[CH:17]([N:21]([C:23]([O:25][C:26]([CH3:28])([CH3:27])[CH3:29])=[O:24])[CH3:22])[CH2:18][CH:19]([CH2:20][Br:42])[N:12]2[C:11]=1[C:30]([O:32][CH3:33])=[O:31])(=[O:8])[C:2]1[CH:7]=[CH:6][CH:5]=[CH:4][CH:3]=1, predict the reactants needed to synthesize it. The reactants are: [C:1]([O:9][C:10]1[C:11]([C:30]([O:32][CH3:33])=[O:31])=[N:12][C:13]([CH:17]([N:21]([C:23]([O:25][C:26]([CH3:29])([CH3:28])[CH3:27])=[O:24])[CH3:22])[CH2:18][CH:19]=[CH2:20])=[N:14][C:15]=1[OH:16])(=[O:8])[C:2]1[CH:7]=[CH:6][CH:5]=[CH:4][CH:3]=1.O.C1C(=O)N([Br:42])C(=O)C1. (7) The reactants are: [C:1]([O-:4])(=[O:3])[CH3:2].[Sb+3:5].[C:6]([O-:9])(=[O:8])[CH3:7].[C:10]([O-:13])(=[O:12])[CH3:11].[OH-:14].[NH4+].[Sb]. Given the product [C:1]([O-:4])(=[O:3])[C:2]([O-:8])=[O:14].[Sb+3:5].[C:6]([O-:9])(=[O:8])[C:7]([O-:12])=[O:14].[C:10]([O-:13])(=[O:12])[C:11]([O-:3])=[O:14].[Sb+3:5], predict the reactants needed to synthesize it. (8) Given the product [Br:1][C:2]1[CH:3]=[C:4]([CH2:9][C@H:10]([NH:30][C:31](=[O:37])[O:32][C:33]([CH3:36])([CH3:35])[CH3:34])[C:11]2[N:12]([CH2:22][O:23][CH2:24][CH2:25][Si:26]([CH3:29])([CH3:28])[CH3:27])[C:13]([C:16]3[CH:21]=[CH:20][CH:19]=[CH:18][CH:17]=3)=[CH:14][N:15]=2)[CH:5]=[CH:6][C:7]=1[C:44]1[S:43](=[O:48])(=[O:49])[N:42]([C:38]([CH3:40])([CH3:39])[CH3:41])[C:46](=[O:47])[CH:45]=1, predict the reactants needed to synthesize it. The reactants are: [Br:1][C:2]1[CH:3]=[C:4]([CH2:9][C@H:10]([NH:30][C:31](=[O:37])[O:32][C:33]([CH3:36])([CH3:35])[CH3:34])[C:11]2[N:12]([CH2:22][O:23][CH2:24][CH2:25][Si:26]([CH3:29])([CH3:28])[CH3:27])[C:13]([C:16]3[CH:21]=[CH:20][CH:19]=[CH:18][CH:17]=3)=[CH:14][N:15]=2)[CH:5]=[CH:6][C:7]=1I.[C:38]([N:42]1[C:46](=[O:47])[CH:45]=[CH:44][S:43]1(=[O:49])=[O:48])([CH3:41])([CH3:40])[CH3:39].C(N(CC)CC)C.CN(C)C=O. (9) Given the product [CH3:1][N:2]1[C:6]([C:11]2[CH:16]=[CH:15][C:14]([CH3:17])=[CH:13][CH:12]=2)=[CH:5][CH:4]=[N:3]1, predict the reactants needed to synthesize it. The reactants are: [CH3:1][N:2]1[C:6](B(O)O)=[CH:5][CH:4]=[N:3]1.Br[C:11]1[CH:16]=[CH:15][C:14]([CH3:17])=[CH:13][CH:12]=1.C(=O)([O-])[O-].[Na+].[Na+].